Dataset: Reaction yield outcomes from USPTO patents with 853,638 reactions. Task: Predict the reaction yield, written as a fraction of the theoretical maximum amount of product (1.0 means a 100% yield; for example, 0.34 means a 34% yield). (1) The reactants are C(OC(=O)[NH:7][CH2:8][CH2:9][C:10]([C:13]1[CH:18]=[CH:17][C:16]([NH:19][C:20](=[O:31])[C:21]2[CH:26]=[CH:25][C:24]([O:27][CH3:28])=[C:23]([O:29][CH3:30])[CH:22]=2)=[CH:15][CH:14]=1)([CH3:12])[CH3:11])(C)(C)C.C(O)(C(F)(F)F)=O. The catalyst is C(Cl)Cl. The product is [NH2:7][CH2:8][CH2:9][C:10]([C:13]1[CH:14]=[CH:15][C:16]([NH:19][C:20](=[O:31])[C:21]2[CH:26]=[CH:25][C:24]([O:27][CH3:28])=[C:23]([O:29][CH3:30])[CH:22]=2)=[CH:17][CH:18]=1)([CH3:11])[CH3:12]. The yield is 0.860. (2) The reactants are [NH2:1][C:2]1[CH:3]=[C:4]([C:8]#[C:9][C:10]2[CH:11]=[C:12]([S:19]([NH:22][C:23]([CH3:26])([CH3:25])[CH3:24])(=[O:21])=[O:20])[CH:13]=[C:14]([N+:16]([O-:18])=[O:17])[CH:15]=2)[CH:5]=[CH:6][CH:7]=1.[C:27]([O:31][C:32](O[C:32]([O:31][C:27]([CH3:30])([CH3:29])[CH3:28])=[O:33])=[O:33])([CH3:30])([CH3:29])[CH3:28].C(N(CC)C(C)C)(C)C. The catalyst is C(O)C. The product is [C:23]([NH:22][S:19]([C:12]1[CH:11]=[C:10]([C:9]#[C:8][C:4]2[CH:3]=[C:2]([NH:1][C:32](=[O:33])[O:31][C:27]([CH3:30])([CH3:29])[CH3:28])[CH:7]=[CH:6][CH:5]=2)[CH:15]=[C:14]([N+:16]([O-:18])=[O:17])[CH:13]=1)(=[O:20])=[O:21])([CH3:26])([CH3:25])[CH3:24]. The yield is 0.810. (3) The reactants are Br[C:2]1[O:17][C:5]2[N:6]=[C:7]([S:15][CH3:16])[N:8]([CH2:11][CH2:12][O:13][CH3:14])[C:9](=[O:10])[C:4]=2[C:3]=1[C:18]1[CH:23]=[CH:22][CH:21]=[CH:20][CH:19]=1.CC1(C)C(C)(C)OB([C:32]2[CH:37]=[CH:36][C:35]([C:38]3([NH:42][C:43](=[O:49])[O:44][C:45]([CH3:48])([CH3:47])[CH3:46])[CH2:41][CH2:40][CH2:39]3)=[CH:34][CH:33]=2)O1.C(=O)([O-])[O-].[K+].[K+]. The catalyst is COCCOC.O.CCOC(C)=O.C1C=CC([P]([Pd]([P](C2C=CC=CC=2)(C2C=CC=CC=2)C2C=CC=CC=2)([P](C2C=CC=CC=2)(C2C=CC=CC=2)C2C=CC=CC=2)[P](C2C=CC=CC=2)(C2C=CC=CC=2)C2C=CC=CC=2)(C2C=CC=CC=2)C2C=CC=CC=2)=CC=1. The product is [CH3:14][O:13][CH2:12][CH2:11][N:8]1[C:9](=[O:10])[C:4]2[C:3]([C:18]3[CH:23]=[CH:22][CH:21]=[CH:20][CH:19]=3)=[C:2]([C:32]3[CH:33]=[CH:34][C:35]([C:38]4([NH:42][C:43](=[O:49])[O:44][C:45]([CH3:47])([CH3:46])[CH3:48])[CH2:39][CH2:40][CH2:41]4)=[CH:36][CH:37]=3)[O:17][C:5]=2[N:6]=[C:7]1[S:15][CH3:16]. The yield is 0.800.